From a dataset of Reaction yield outcomes from USPTO patents with 853,638 reactions. Predict the reaction yield, written as a fraction of the theoretical maximum amount of product (1.0 means a 100% yield; for example, 0.34 means a 34% yield). The reactants are [O:1]1[C:5]2[CH:6]=[CH:7][CH:8]=[CH:9][C:4]=2[CH:3]=[C:2]1[C:10]1[CH:22]=[CH:21][C:13]([C:14]([O:16][C:17]([CH3:20])([CH3:19])[CH3:18])=[O:15])=[CH:12][CH:11]=1. The catalyst is CO.[Ni]. The product is [O:1]1[C:5]2[CH:6]=[CH:7][CH:8]=[CH:9][C:4]=2[CH2:3][CH:2]1[C:10]1[CH:11]=[CH:12][C:13]([C:14]([O:16][C:17]([CH3:18])([CH3:20])[CH3:19])=[O:15])=[CH:21][CH:22]=1. The yield is 0.100.